From a dataset of Forward reaction prediction with 1.9M reactions from USPTO patents (1976-2016). Predict the product of the given reaction. (1) Given the reactants Br[C:2]1[CH:3]=[C:4]([NH:8][CH2:9][CH:10]2[CH2:15][CH2:14][O:13][CH2:12][CH2:11]2)[CH:5]=[N:6][CH:7]=1.[Cl:16][C:17]1[C:18](B(O)O)=[CH:19][C:20]([F:23])=[N:21][CH:22]=1.C(=O)([O-])[O-].[Na+].[Na+], predict the reaction product. The product is: [Cl:16][C:17]1[C:18]([C:2]2[CH:7]=[N:6][CH:5]=[C:4]([NH:8][CH2:9][CH:10]3[CH2:15][CH2:14][O:13][CH2:12][CH2:11]3)[CH:3]=2)=[CH:19][C:20]([F:23])=[N:21][CH:22]=1. (2) Given the reactants FC(F)(F)S(O[C:7]1[CH:12]=[C:11]([Cl:13])[C:10]([CH2:14][CH:15]2[CH2:19][CH2:18][N:17]([CH:20]3[CH2:25][CH2:24][CH2:23][CH2:22][CH2:21]3)[C:16]2=[O:26])=[C:9]([Cl:27])[CH:8]=1)(=O)=O.[C:30]([O-:33])(=[O:32])C.[Na+].[C]=O.[CH3:37]O, predict the reaction product. The product is: [CH3:37][O:33][C:30](=[O:32])[C:7]1[CH:12]=[C:11]([Cl:13])[C:10]([CH2:14][CH:15]2[CH2:19][CH2:18][N:17]([CH:20]3[CH2:25][CH2:24][CH2:23][CH2:22][CH2:21]3)[C:16]2=[O:26])=[C:9]([Cl:27])[CH:8]=1.